From a dataset of Catalyst prediction with 721,799 reactions and 888 catalyst types from USPTO. Predict which catalyst facilitates the given reaction. Reactant: [NH:1]1[CH2:6][CH2:5][O:4][CH2:3][CH2:2]1.Cl[C:8]1[C:13]([Cl:14])=[CH:12][C:11]([N+:15]([O-:17])=[O:16])=[CH:10][N:9]=1. Product: [Cl:14][C:13]1[C:8]([N:1]2[CH2:6][CH2:5][O:4][CH2:3][CH2:2]2)=[N:9][CH:10]=[C:11]([N+:15]([O-:17])=[O:16])[CH:12]=1. The catalyst class is: 6.